From a dataset of Peptide-MHC class I binding affinity with 185,985 pairs from IEDB/IMGT. Regression. Given a peptide amino acid sequence and an MHC pseudo amino acid sequence, predict their binding affinity value. This is MHC class I binding data. The peptide sequence is DEVEFLGHY. The MHC is HLA-A24:03 with pseudo-sequence HLA-A24:03. The binding affinity (normalized) is 0.0847.